Dataset: Catalyst prediction with 721,799 reactions and 888 catalyst types from USPTO. Task: Predict which catalyst facilitates the given reaction. (1) Reactant: C([NH:11][CH:12]([CH2:17][N:18]1[CH2:23][CH2:22][N:21]([C:24]([O:26][C:27]([CH3:30])([CH3:29])[CH3:28])=[O:25])[CH2:20][CH2:19]1)[C:13]([O:15][CH3:16])=[O:14])(OCC1C=CC=CC=1)=O.[H][H]. Product: [NH2:11][CH:12]([CH2:17][N:18]1[CH2:23][CH2:22][N:21]([C:24]([O:26][C:27]([CH3:30])([CH3:29])[CH3:28])=[O:25])[CH2:20][CH2:19]1)[C:13]([O:15][CH3:16])=[O:14]. The catalyst class is: 19. (2) Reactant: [F:1][C:2]1[CH:7]=[CH:6][C:5]([C:8]([C:18]2[CH:23]=[CH:22][C:21]([CH:24]=[CH:25][C:26]([O:28]C)=[O:27])=[CH:20][CH:19]=2)=[C:9]([C:12]2[CH:17]=[CH:16][CH:15]=[CH:14][CH:13]=2)[CH2:10][CH3:11])=[CH:4][CH:3]=1.[OH-].[K+]. Product: [F:1][C:2]1[CH:7]=[CH:6][C:5]([C:8]([C:18]2[CH:19]=[CH:20][C:21]([CH:24]=[CH:25][C:26]([OH:28])=[O:27])=[CH:22][CH:23]=2)=[C:9]([C:12]2[CH:17]=[CH:16][CH:15]=[CH:14][CH:13]=2)[CH2:10][CH3:11])=[CH:4][CH:3]=1. The catalyst class is: 92. (3) Reactant: [Cl:1][C:2]1[CH:3]=[C:4]([S:9](Cl)(=[O:11])=[O:10])[CH:5]=[C:6]([Cl:8])[CH:7]=1.[Cl:13][C:14]1[C:15]([OH:54])=[C:16]([S:21]([N:24]([CH2:46][C:47]2[CH:52]=[CH:51][C:50]([F:53])=[CH:49][CH:48]=2)[CH2:25][C:26]2[CH:31]=[C:30]([CH2:32][NH:33][CH2:34][CH:35]([CH3:37])[CH3:36])[CH:29]=[C:28]([O:38][C:39]3[CH:44]=[CH:43][C:42]([F:45])=[CH:41][CH:40]=3)[CH:27]=2)(=[O:23])=[O:22])[CH:17]=[C:18]([Cl:20])[CH:19]=1.CCN(CC)CC. Product: [Cl:13][C:14]1[C:15]([OH:54])=[C:16]([S:21]([N:24]([CH2:25][C:26]2[CH:27]=[C:28]([O:38][C:39]3[CH:44]=[CH:43][C:42]([F:45])=[CH:41][CH:40]=3)[CH:29]=[C:30]([CH2:32][N:33]([CH2:34][CH:35]([CH3:37])[CH3:36])[S:9]([C:4]3[CH:3]=[C:2]([Cl:1])[CH:7]=[C:6]([Cl:8])[CH:5]=3)(=[O:11])=[O:10])[CH:31]=2)[CH2:46][C:47]2[CH:48]=[CH:49][C:50]([F:53])=[CH:51][CH:52]=2)(=[O:23])=[O:22])[CH:17]=[C:18]([Cl:20])[CH:19]=1. The catalyst class is: 326. (4) Reactant: [NH2:1][C:2]1[CH:10]=[CH:9][C:8]([N+:11]([O-:13])=[O:12])=[CH:7][C:3]=1[C:4]([OH:6])=O.[NH2:14][C:15](N)=[O:16]. Product: [N+:11]([C:8]1[CH:7]=[C:3]2[C:2](=[CH:10][CH:9]=1)[NH:1][C:15](=[O:16])[NH:14][C:4]2=[O:6])([O-:13])=[O:12]. The catalyst class is: 6. (5) Reactant: [Cl:1][C:2]1[C:11]2[C:6](=[CH:7][C:8]([C:12]#[N:13])=[CH:9][CH:10]=2)[C:5](Cl)=[N:4][N:3]=1.Cl.[CH2:16]([C:18]1[CH:19]=[C:20]([CH:23]=[CH:24][C:25]=1[O:26][CH3:27])[CH2:21][NH2:22])[CH3:17].C1CCN2C(=NCCC2)CC1. Product: [Cl:1][C:2]1[C:11]2[C:6](=[CH:7][C:8]([C:12]#[N:13])=[CH:9][CH:10]=2)[C:5]([NH:22][CH2:21][C:20]2[CH:23]=[CH:24][C:25]([O:26][CH3:27])=[C:18]([CH2:16][CH3:17])[CH:19]=2)=[N:4][N:3]=1. The catalyst class is: 60. (6) Reactant: [OH:1][CH:2]([CH2:15][NH:16][C@@H:17]([C:19]1[C:28]2[C:23](=[CH:24][CH:25]=[CH:26][CH:27]=2)[CH:22]=[CH:21][CH:20]=1)[CH3:18])[CH2:3][C:4]1[CH:14]=[CH:13][C:7]([C:8]([O:10]CC)=[O:9])=[CH:6][CH:5]=1.[OH-].[Li+].Cl. Product: [OH:1][CH:2]([CH2:15][NH:16][C@@H:17]([C:19]1[C:28]2[C:23](=[CH:24][CH:25]=[CH:26][CH:27]=2)[CH:22]=[CH:21][CH:20]=1)[CH3:18])[CH2:3][C:4]1[CH:14]=[CH:13][C:7]([C:8]([OH:10])=[O:9])=[CH:6][CH:5]=1. The catalyst class is: 24.